From a dataset of NCI-60 drug combinations with 297,098 pairs across 59 cell lines. Regression. Given two drug SMILES strings and cell line genomic features, predict the synergy score measuring deviation from expected non-interaction effect. (1) Drug 1: CCCCCOC(=O)NC1=NC(=O)N(C=C1F)C2C(C(C(O2)C)O)O. Drug 2: CNC(=O)C1=NC=CC(=C1)OC2=CC=C(C=C2)NC(=O)NC3=CC(=C(C=C3)Cl)C(F)(F)F. Cell line: SN12C. Synergy scores: CSS=-6.20, Synergy_ZIP=4.58, Synergy_Bliss=1.61, Synergy_Loewe=-1.06, Synergy_HSA=-5.56. (2) Drug 2: COCCOC1=C(C=C2C(=C1)C(=NC=N2)NC3=CC=CC(=C3)C#C)OCCOC.Cl. Drug 1: C1=NC2=C(N=C(N=C2N1C3C(C(C(O3)CO)O)O)F)N. Synergy scores: CSS=26.6, Synergy_ZIP=-4.71, Synergy_Bliss=-0.393, Synergy_Loewe=-17.0, Synergy_HSA=-2.09. Cell line: NCI-H322M. (3) Drug 1: C1=CC=C(C=C1)NC(=O)CCCCCCC(=O)NO. Drug 2: C(CN)CNCCSP(=O)(O)O. Cell line: HOP-92. Synergy scores: CSS=16.4, Synergy_ZIP=3.05, Synergy_Bliss=3.48, Synergy_Loewe=-13.9, Synergy_HSA=-0.0392.